This data is from Acute oral toxicity (LD50) regression data from Zhu et al.. The task is: Regression/Classification. Given a drug SMILES string, predict its toxicity properties. Task type varies by dataset: regression for continuous values (e.g., LD50, hERG inhibition percentage) or binary classification for toxic/non-toxic outcomes (e.g., AMES mutagenicity, cardiotoxicity, hepatotoxicity). Dataset: ld50_zhu. The molecule is O=[N+]([O-])c1ccc(Oc2c(Cl)cc(Cl)cc2Cl)cc1. The rat oral LD50 is 1.47, given as -log10 of the dose in mol/kg body weight (higher means more acutely toxic).